This data is from Catalyst prediction with 721,799 reactions and 888 catalyst types from USPTO. The task is: Predict which catalyst facilitates the given reaction. Reactant: [C:1]([O:5][C:6]([N:8]1[CH2:15][C@H:14]([O:16][C:17]2[CH:22]=[C:21](C3C=CC=CN=3)[N:20]=[C:19]3[CH:29]=[CH:30][S:31][C:18]=23)[CH2:13][C@H:9]1[C:10]([OH:12])=O)=[O:7])([CH3:4])([CH3:3])[CH3:2].Cl.[NH2:33][C@:34]1([C:39]([O:41][CH3:42])=[O:40])[CH2:36][C@H:35]1[CH:37]=[CH2:38].C(N(C(C)C)CC)(C)C.F[P-](F)(F)(F)(F)F.N1(OC(N(C)C)=[N+](C)C)[C:63]2[N:64]=[CH:65][CH:66]=[CH:67][C:62]=2N=N1. The catalyst class is: 4. Product: [CH3:42][O:41][C:39]([C@@:34]1([NH:33][C:10]([C@@H:9]2[CH2:13][C@@H:14]([O:16][C:17]3[CH:22]=[CH:21][N:20]=[C:19]4[CH:29]=[CH:30][SH:31]([C:63]5[CH:62]=[CH:67][CH:66]=[CH:65][N:64]=5)[C:18]=34)[CH2:15][N:8]2[C:6]([O:5][C:1]([CH3:3])([CH3:2])[CH3:4])=[O:7])=[O:12])[CH2:36][C@H:35]1[CH:37]=[CH2:38])=[O:40].